The task is: Predict hERG channel inhibition at various concentrations.. This data is from hERG Central: cardiac toxicity at 1µM, 10µM, and general inhibition. (1) The drug is Cc1cc(N2CCN(C(=O)c3ccco3)CC2)c2ccccc2n1. Results: hERG_inhib (hERG inhibition (general)): blocker. (2) The compound is O=C(CCC1CCN(Cc2ccc(Cl)cc2)CC1)NC1CC1. Results: hERG_inhib (hERG inhibition (general)): blocker. (3) The molecule is CCOC(=O)N1CCN(Cc2nc3cc(NC(=O)c4cccs4)ccc3n2C)CC1. Results: hERG_inhib (hERG inhibition (general)): blocker.